This data is from Catalyst prediction with 721,799 reactions and 888 catalyst types from USPTO. The task is: Predict which catalyst facilitates the given reaction. (1) Reactant: [O:1]=[C:2]1[C:7]2[C:8]([C:11]3[CH:16]=[CH:15][C:14]([S:17]([NH2:20])(=[O:19])=[O:18])=[CH:13][CH:12]=3)=[N:9][NH:10][C:6]=2[CH:5]=[CH:4][NH:3]1.[H-].[Na+].CC1C=CC(S(O[CH2:34][C:35]2([CH3:39])[CH2:38][O:37][CH2:36]2)(=O)=O)=CC=1. Product: [CH3:34][C:35]1([CH2:39][N:10]2[C:6]3[CH:5]=[CH:4][NH:3][C:2](=[O:1])[C:7]=3[C:8]([C:11]3[CH:12]=[CH:13][C:14]([S:17]([NH2:20])(=[O:19])=[O:18])=[CH:15][CH:16]=3)=[N:9]2)[CH2:38][O:37][CH2:36]1. The catalyst class is: 3. (2) Reactant: [CH3:1][N:2]1[C:6]([N:7]2[CH:11]=[CH:10][C:9]([C:12]([OH:14])=O)=[CH:8]2)=[CH:5][CH:4]=[N:3]1.[NH2:15][C@@H:16]([CH2:29][C:30]1[CH:35]=[CH:34][CH:33]=[C:32]([F:36])[CH:31]=1)[CH2:17][N:18]1[C:26](=[O:27])[C:25]2[C:20](=[CH:21][CH:22]=[CH:23][CH:24]=2)[C:19]1=[O:28].C(N(CC)C(C)C)(C)C.F[P-](F)(F)(F)(F)F.Br[P+](N1CCCC1)(N1CCCC1)N1CCCC1. Product: [O:28]=[C:19]1[C:20]2[C:25](=[CH:24][CH:23]=[CH:22][CH:21]=2)[C:26](=[O:27])[N:18]1[CH2:17][C@@H:16]([NH:15][C:12]([C:9]1[CH:10]=[CH:11][N:7]([C:6]2[N:2]([CH3:1])[N:3]=[CH:4][CH:5]=2)[CH:8]=1)=[O:14])[CH2:29][C:30]1[CH:35]=[CH:34][CH:33]=[C:32]([F:36])[CH:31]=1. The catalyst class is: 4.